This data is from NCI-60 drug combinations with 297,098 pairs across 59 cell lines. The task is: Regression. Given two drug SMILES strings and cell line genomic features, predict the synergy score measuring deviation from expected non-interaction effect. (1) Drug 1: C1CN1P(=S)(N2CC2)N3CC3. Drug 2: CC1CCCC2(C(O2)CC(NC(=O)CC(C(C(=O)C(C1O)C)(C)C)O)C(=CC3=CSC(=N3)C)C)C. Cell line: KM12. Synergy scores: CSS=69.0, Synergy_ZIP=3.19, Synergy_Bliss=1.05, Synergy_Loewe=-8.13, Synergy_HSA=2.34. (2) Drug 1: C1=CC(=CC=C1C#N)C(C2=CC=C(C=C2)C#N)N3C=NC=N3. Drug 2: CC12CCC3C(C1CCC2O)C(CC4=C3C=CC(=C4)O)CCCCCCCCCS(=O)CCCC(C(F)(F)F)(F)F. Cell line: NCI-H460. Synergy scores: CSS=3.96, Synergy_ZIP=-0.994, Synergy_Bliss=-2.21, Synergy_Loewe=2.76, Synergy_HSA=-1.83. (3) Drug 1: C#CCC(CC1=CN=C2C(=N1)C(=NC(=N2)N)N)C3=CC=C(C=C3)C(=O)NC(CCC(=O)O)C(=O)O. Drug 2: C1=NC2=C(N1)C(=S)N=CN2. Cell line: MDA-MB-231. Synergy scores: CSS=58.0, Synergy_ZIP=-8.70, Synergy_Bliss=-8.94, Synergy_Loewe=-9.12, Synergy_HSA=-5.15. (4) Drug 1: CC(C1=C(C=CC(=C1Cl)F)Cl)OC2=C(N=CC(=C2)C3=CN(N=C3)C4CCNCC4)N. Drug 2: CN(C)N=NC1=C(NC=N1)C(=O)N. Cell line: HCC-2998. Synergy scores: CSS=15.0, Synergy_ZIP=-2.45, Synergy_Bliss=1.38, Synergy_Loewe=-6.08, Synergy_HSA=-0.627. (5) Drug 1: CC1CCC2CC(C(=CC=CC=CC(CC(C(=O)C(C(C(=CC(C(=O)CC(OC(=O)C3CCCCN3C(=O)C(=O)C1(O2)O)C(C)CC4CCC(C(C4)OC)O)C)C)O)OC)C)C)C)OC. Drug 2: C1CN1C2=NC(=NC(=N2)N3CC3)N4CC4. Cell line: A498. Synergy scores: CSS=31.5, Synergy_ZIP=-8.89, Synergy_Bliss=0.875, Synergy_Loewe=0.168, Synergy_HSA=0.421.